The task is: Regression/Classification. Given a drug SMILES string, predict its absorption, distribution, metabolism, or excretion properties. Task type varies by dataset: regression for continuous measurements (e.g., permeability, clearance, half-life) or binary classification for categorical outcomes (e.g., BBB penetration, CYP inhibition). Dataset: cyp2d6_veith.. This data is from CYP2D6 inhibition data for predicting drug metabolism from PubChem BioAssay. (1) The drug is Cc1nc2cnc(Nc3ccccc3)nc2n(Cc2ccc(F)cc2)c1=O. The result is 0 (non-inhibitor). (2) The molecule is O=C(Nc1cccc(F)c1)N1CCCC2(CCN(S(=O)(=O)c3ccccc3)CC2)C1. The result is 1 (inhibitor). (3) The drug is COc1ccc(NC(=O)N2CCC3(CC2)CCN(S(C)(=O)=O)CC3)cc1. The result is 0 (non-inhibitor). (4) The compound is COc1ccc(O[C@H]2C=C[C@@H](c3ccccc3)O[C@@H]2CO/N=C\[C@@H](C)[C@H](OCc2ccccc2)C(C)C)cc1. The result is 0 (non-inhibitor). (5) The compound is Cl.O=C(c1cccc(F)c1)N1CCC(O)(c2cccnc2)CC1. The result is 0 (non-inhibitor). (6) The molecule is Oc1ccc2ccccc2c1Cc1c(O)ccc2ccccc12. The result is 0 (non-inhibitor). (7) The drug is C/C=C\C1=C(CO)[C@H](O)[C@H]2O[C@H]2[C@H]1O. The result is 0 (non-inhibitor). (8) The molecule is CCc1nnc(SCc2ccc(OC(C)C)cc2)n1N. The result is 0 (non-inhibitor).